Dataset: NCI-60 drug combinations with 297,098 pairs across 59 cell lines. Task: Regression. Given two drug SMILES strings and cell line genomic features, predict the synergy score measuring deviation from expected non-interaction effect. (1) Drug 1: CC(CN1CC(=O)NC(=O)C1)N2CC(=O)NC(=O)C2. Drug 2: CCC1(C2=C(COC1=O)C(=O)N3CC4=CC5=C(C=CC(=C5CN(C)C)O)N=C4C3=C2)O.Cl. Cell line: A549. Synergy scores: CSS=40.1, Synergy_ZIP=-0.745, Synergy_Bliss=-0.621, Synergy_Loewe=2.62, Synergy_HSA=2.88. (2) Drug 1: CC12CCC3C(C1CCC2=O)CC(=C)C4=CC(=O)C=CC34C. Drug 2: CNC(=O)C1=NC=CC(=C1)OC2=CC=C(C=C2)NC(=O)NC3=CC(=C(C=C3)Cl)C(F)(F)F. Cell line: SR. Synergy scores: CSS=78.3, Synergy_ZIP=0.252, Synergy_Bliss=-1.65, Synergy_Loewe=-3.30, Synergy_HSA=-0.470. (3) Drug 1: CC(C)NC(=O)C1=CC=C(C=C1)CNNC.Cl. Drug 2: CC1C(C(CC(O1)OC2CC(CC3=C2C(=C4C(=C3O)C(=O)C5=C(C4=O)C(=CC=C5)OC)O)(C(=O)CO)O)N)O.Cl. Cell line: M14. Synergy scores: CSS=43.3, Synergy_ZIP=-2.60, Synergy_Bliss=-2.65, Synergy_Loewe=-14.7, Synergy_HSA=-1.37. (4) Synergy scores: CSS=32.2, Synergy_ZIP=-2.51, Synergy_Bliss=-1.71, Synergy_Loewe=-5.07, Synergy_HSA=-1.90. Drug 1: CN(CCCl)CCCl.Cl. Drug 2: C1CN(CCN1C(=O)CCBr)C(=O)CCBr. Cell line: DU-145. (5) Drug 1: CC=C1C(=O)NC(C(=O)OC2CC(=O)NC(C(=O)NC(CSSCCC=C2)C(=O)N1)C(C)C)C(C)C. Drug 2: C(CC(=O)O)C(=O)CN.Cl. Synergy scores: CSS=28.2, Synergy_ZIP=-5.04, Synergy_Bliss=-5.69, Synergy_Loewe=-16.9, Synergy_HSA=-4.29. Cell line: PC-3. (6) Drug 1: C1=CC(=C2C(=C1NCCNCCO)C(=O)C3=C(C=CC(=C3C2=O)O)O)NCCNCCO. Drug 2: CC(CN1CC(=O)NC(=O)C1)N2CC(=O)NC(=O)C2. Cell line: TK-10. Synergy scores: CSS=43.3, Synergy_ZIP=6.21, Synergy_Bliss=7.57, Synergy_Loewe=-0.502, Synergy_HSA=11.4. (7) Drug 1: C1=CC(=CC=C1CCCC(=O)O)N(CCCl)CCCl. Synergy scores: CSS=83.3, Synergy_ZIP=5.19, Synergy_Bliss=4.46, Synergy_Loewe=0.759, Synergy_HSA=5.73. Cell line: HL-60(TB). Drug 2: COC1=NC(=NC2=C1N=CN2C3C(C(C(O3)CO)O)O)N. (8) Drug 1: COC1=NC(=NC2=C1N=CN2C3C(C(C(O3)CO)O)O)N. Drug 2: CS(=O)(=O)OCCCCOS(=O)(=O)C. Cell line: NCI-H226. Synergy scores: CSS=-0.630, Synergy_ZIP=-0.589, Synergy_Bliss=-1.53, Synergy_Loewe=-3.64, Synergy_HSA=-2.33. (9) Drug 1: CC1C(C(CC(O1)OC2CC(CC3=C2C(=C4C(=C3O)C(=O)C5=C(C4=O)C(=CC=C5)OC)O)(C(=O)C)O)N)O.Cl. Drug 2: CCC1(C2=C(COC1=O)C(=O)N3CC4=CC5=C(C=CC(=C5CN(C)C)O)N=C4C3=C2)O.Cl. Cell line: MCF7. Synergy scores: CSS=15.4, Synergy_ZIP=-3.27, Synergy_Bliss=4.14, Synergy_Loewe=-1.63, Synergy_HSA=4.16.